Dataset: Forward reaction prediction with 1.9M reactions from USPTO patents (1976-2016). Task: Predict the product of the given reaction. (1) The product is: [F:19][C:20]1[CH:25]=[C:24]([C:2]2[C:3]3[C:4]4[CH:18]=[CH:17][S:16][C:5]=4[C:6](=[O:15])[NH:7][C:8]=3[C:9]([CH3:14])=[CH:10][C:11]=2[O:12][CH3:13])[CH:23]=[CH:22][C:21]=1[C:35]([CH3:46])([CH3:45])[CH2:36][NH:37][C:38](=[O:44])[O:39][C:40]([CH3:42])([CH3:41])[CH3:43]. Given the reactants Br[C:2]1[C:3]2[C:4]3[CH:18]=[CH:17][S:16][C:5]=3[C:6](=[O:15])[NH:7][C:8]=2[C:9]([CH3:14])=[CH:10][C:11]=1[O:12][CH3:13].[F:19][C:20]1[CH:25]=[C:24](B2OC(C)(C)C(C)(C)O2)[CH:23]=[CH:22][C:21]=1[C:35]([CH3:46])([CH3:45])[CH2:36][NH:37][C:38](=[O:44])[O:39][C:40]([CH3:43])([CH3:42])[CH3:41], predict the reaction product. (2) Given the reactants [CH2:1]([OH:4])[C:2]#[CH:3].[H-].[Na+].Br[CH2:8][CH2:9][CH2:10][CH2:11][CH2:12][CH2:13][CH2:14][CH2:15][CH2:16][CH2:17][CH2:18][CH2:19][CH2:20][CH2:21][CH2:22][CH2:23][CH2:24][CH3:25].CO, predict the reaction product. The product is: [CH2:1]([O:4][CH2:25][CH2:24][CH2:23][CH2:22][CH2:21][CH2:20][CH2:19][CH2:18][CH2:17][CH2:16][CH2:15][CH2:14][CH2:13][CH2:12][CH2:11][CH2:10][CH2:9][CH3:8])[C:2]#[CH:3]. (3) Given the reactants [S:1]1[C:5]([C:6]([OH:8])=[O:7])=[CH:4][CH:3]=[C:2]1[C:9]([OH:11])=[O:10].[C:12](=O)([O-])[O-].[Na+].[Na+].CI, predict the reaction product. The product is: [CH3:12][O:7][C:6]([C:5]1[S:1][C:2]([C:9]([OH:11])=[O:10])=[CH:3][CH:4]=1)=[O:8]. (4) Given the reactants [C:1]([O:5][C:6](=[O:19])[NH:7][C@H:8]([C@H:16]1[CH2:18][O:17]1)[CH2:9][C:10]1[CH:15]=[CH:14][CH:13]=[CH:12][CH:11]=1)([CH3:4])([CH3:3])[CH3:2].[NH3:20], predict the reaction product. The product is: [C:1]([O:5][C:6](=[O:19])[NH:7][C@@H:8]([CH2:9][C:10]1[CH:15]=[CH:14][CH:13]=[CH:12][CH:11]=1)[C@H:16]([OH:17])[CH2:18][NH2:20])([CH3:4])([CH3:3])[CH3:2]. (5) The product is: [CH2:12]([C:14]1[CH:21]=[CH:20][C:17]([CH:18]([C:3]2[C:4]3[C:9](=[CH:8][CH:7]=[CH:6][CH:5]=3)[NH:1][CH:2]=2)[OH:19])=[CH:16][CH:15]=1)[CH3:13]. Given the reactants [NH:1]1[C:9]2[C:4](=[CH:5][CH:6]=[CH:7][CH:8]=2)[CH:3]=[CH:2]1.[OH-].[Na+].[CH2:12]([C:14]1[CH:21]=[CH:20][C:17]([CH:18]=[O:19])=[CH:16][CH:15]=1)[CH3:13].O, predict the reaction product. (6) Given the reactants [Cl:1][C:2]1[C:3]([NH:31][C:32]2[CH:41]=[CH:40][CH:39]=[CH:38][C:33]=2[C:34]([NH:36][CH3:37])=[O:35])=[N:4][C:5]([NH:8][C:9]2[CH:10]=[CH:11][C:12]3[CH2:18][CH:17]([N:19]4[CH2:24][CH2:23][N:22]([CH2:25][CH2:26][OH:27])[CH2:21][CH2:20]4)[CH2:16][CH2:15][CH2:14][C:13]=3[C:28]=2[O:29][CH3:30])=[N:6][CH:7]=1.Cl, predict the reaction product. The product is: [ClH:1].[Cl:1][C:2]1[C:3]([NH:31][C:32]2[CH:41]=[CH:40][CH:39]=[CH:38][C:33]=2[C:34]([NH:36][CH3:37])=[O:35])=[N:4][C:5]([NH:8][C:9]2[CH:10]=[CH:11][C:12]3[CH2:18][CH:17]([N:19]4[CH2:24][CH2:23][N:22]([CH2:25][CH2:26][OH:27])[CH2:21][CH2:20]4)[CH2:16][CH2:15][CH2:14][C:13]=3[C:28]=2[O:29][CH3:30])=[N:6][CH:7]=1.